This data is from Full USPTO retrosynthesis dataset with 1.9M reactions from patents (1976-2016). The task is: Predict the reactants needed to synthesize the given product. Given the product [CH3:31][N:32]([CH3:33])[C:2]1[N:11]=[C:10]([NH:12][CH2:13][C:14]2[CH:15]=[CH:16][C:17]([NH:20][C:21](=[O:29])[C:22]3[CH:27]=[CH:26][C:25]([F:28])=[CH:24][CH:23]=3)=[CH:18][CH:19]=2)[C:9]2[C:4](=[CH:5][CH:6]=[C:7]([I:30])[CH:8]=2)[N:3]=1, predict the reactants needed to synthesize it. The reactants are: Cl[C:2]1[N:11]=[C:10]([NH:12][CH2:13][C:14]2[CH:19]=[CH:18][C:17]([NH:20][C:21](=[O:29])[C:22]3[CH:27]=[CH:26][C:25]([F:28])=[CH:24][CH:23]=3)=[CH:16][CH:15]=2)[C:9]2[C:4](=[CH:5][CH:6]=[C:7]([I:30])[CH:8]=2)[N:3]=1.[CH3:31][NH:32][CH3:33].